The task is: Predict which catalyst facilitates the given reaction.. This data is from Catalyst prediction with 721,799 reactions and 888 catalyst types from USPTO. Reactant: Cl.CN(C)CCCN=C=NCC.C(N(C(C)C)CC)(C)C.[C:22]1([C:28]#[C:29][C:30]2[CH:31]=[N:32][CH:33]=[C:34]([CH:38]=2)[C:35](O)=[O:36])[CH:27]=[CH:26][CH:25]=[CH:24][CH:23]=1.Cl.[CH3:40][NH:41][O:42][CH3:43]. The catalyst class is: 7. Product: [CH3:43][O:42][N:41]([CH3:40])[C:35](=[O:36])[C:34]1[CH:38]=[C:30]([C:29]#[C:28][C:22]2[CH:27]=[CH:26][CH:25]=[CH:24][CH:23]=2)[CH:31]=[N:32][CH:33]=1.